This data is from Forward reaction prediction with 1.9M reactions from USPTO patents (1976-2016). The task is: Predict the product of the given reaction. (1) Given the reactants C(N(CC)CC)C.[CH2:8]([O:15][C:16](=[O:25])[NH:17][C:18]1([CH3:24])[CH2:23][CH2:22][NH:21][CH2:20][CH2:19]1)[C:9]1[CH:14]=[CH:13][CH:12]=[CH:11][CH:10]=1.Cl[C:27](=[O:33])[C:28]([O:30][CH2:31][CH3:32])=[O:29], predict the reaction product. The product is: [CH2:31]([O:30][C:28](=[O:29])[C:27]([N:21]1[CH2:22][CH2:23][C:18]([NH:17][C:16]([O:15][CH2:8][C:9]2[CH:14]=[CH:13][CH:12]=[CH:11][CH:10]=2)=[O:25])([CH3:24])[CH2:19][CH2:20]1)=[O:33])[CH3:32]. (2) Given the reactants Br[C:2]1[S:3][C:4]2[CH:10]=[CH:9][C:8]([F:11])=[CH:7][C:5]=2[N:6]=1.[NH2:12][C:13]1[C:18]([Cl:19])=[CH:17][C:16]([CH2:20][C:21]([O:23][CH2:24][CH3:25])=[O:22])=[C:15]([F:26])[CH:14]=1.C1(C)C=CC(S([O-])(=O)=O)=CC=1.[NH+]1C=CC=CC=1, predict the reaction product. The product is: [Cl:19][C:18]1[C:13]([NH:12][C:2]2[S:3][C:4]3[CH:10]=[CH:9][C:8]([F:11])=[CH:7][C:5]=3[N:6]=2)=[CH:14][C:15]([F:26])=[C:16]([CH2:20][C:21]([O:23][CH2:24][CH3:25])=[O:22])[CH:17]=1. (3) Given the reactants [F:1][C:2]1[CH:3]=[C:4]2[C:8](=[CH:9][CH:10]=1)[NH:7][C:6]([C:11]([N:13]1[CH2:18][CH2:17][CH2:16][CH2:15][CH2:14]1)=[O:12])=[CH:5]2.[CH:19]1[CH:24]=[C:23]([S:25][S:25][C:23]2[N:22]=[CH:21][CH:20]=[CH:19][CH:24]=2)[N:22]=[CH:21][CH:20]=1, predict the reaction product. The product is: [F:1][C:2]1[CH:3]=[C:4]2[C:8](=[CH:9][CH:10]=1)[NH:7][C:6]([C:11]([N:13]1[CH2:18][CH2:17][CH2:16][CH2:15][CH2:14]1)=[O:12])=[C:5]2[S:25][C:23]1[CH:24]=[CH:19][CH:20]=[CH:21][N:22]=1. (4) Given the reactants [NH2:1][C:2]1[N:7]=[CH:6][N:5]=[C:4]2[N:8]([C@@H:12]3[CH2:17][CH2:16][CH2:15][N:14]([C:18]([O:20][C:21]([CH3:24])([CH3:23])[CH3:22])=[O:19])[CH2:13]3)[N:9]=[C:10](I)[C:3]=12.[F:25][C:26]1[CH:27]=[C:28]([CH:45]=[C:46]([F:48])[CH:47]=1)[O:29][C:30]1[CH:35]=[CH:34][C:33](B2OC(C)(C)C(C)(C)O2)=[CH:32][CH:31]=1.C(=O)([O-])[O-].[Na+].[Na+].COCCOC, predict the reaction product. The product is: [NH2:1][C:2]1[N:7]=[CH:6][N:5]=[C:4]2[N:8]([C@@H:12]3[CH2:17][CH2:16][CH2:15][N:14]([C:18]([O:20][C:21]([CH3:24])([CH3:23])[CH3:22])=[O:19])[CH2:13]3)[N:9]=[C:10]([C:33]3[CH:32]=[CH:31][C:30]([O:29][C:28]4[CH:45]=[C:46]([F:48])[CH:47]=[C:26]([F:25])[CH:27]=4)=[CH:35][CH:34]=3)[C:3]=12.